Predict the product of the given reaction. From a dataset of Forward reaction prediction with 1.9M reactions from USPTO patents (1976-2016). (1) Given the reactants [OH-].[K+].F[C:4]1[CH:9]=[CH:8][C:7]([N+:10]([O-:12])=[O:11])=[C:6]([O:13][CH3:14])[CH:5]=1.[OH:15][CH2:16][CH2:17][N:18]1[CH2:23][CH2:22][N:21]([C:24]([O:26][C:27]([CH3:30])([CH3:29])[CH3:28])=[O:25])[CH2:20][CH2:19]1, predict the reaction product. The product is: [CH3:14][O:13][C:6]1[CH:5]=[C:4]([CH:9]=[CH:8][C:7]=1[N+:10]([O-:12])=[O:11])[O:15][CH2:16][CH2:17][N:18]1[CH2:23][CH2:22][N:21]([C:24]([O:26][C:27]([CH3:30])([CH3:29])[CH3:28])=[O:25])[CH2:20][CH2:19]1. (2) Given the reactants FC(F)(C)C(F)(F)C(F)(F)O.[C:12]([CH:16]([C:18]([CH2:21][OH:22])([F:20])[F:19])[F:17])([F:15])([F:14])[F:13].C(=O)([O-])[O-].[K+].[K+].[C:29]([O:33][C:34](=[C:36]([F:38])[F:37])[F:35])([F:32])([F:31])[F:30], predict the reaction product. The product is: [C:12]([CH:16]([C:18]([CH2:21][O:22][C:36]([CH:34]([O:33][C:29]([F:32])([F:31])[F:30])[F:35])([F:38])[F:37])([F:20])[F:19])[F:17])([F:15])([F:14])[F:13]. (3) Given the reactants [CH3:1][O:2][C:3](=[O:14])[C:4]1[CH:9]=[CH:8][C:7]([CH:10]([OH:13])[CH2:11][CH3:12])=[CH:6][CH:5]=1.N(C(N1CCCCC1)=O)=NC(N1CCCCC1)=O.C(P(CCCC)CCCC)CCC.[F:46][C:47]([F:62])([F:61])[C:48]1[CH:53]=[CH:52][C:51]([C:54]2[CH:59]=[CH:58][C:57](O)=[CH:56][CH:55]=2)=[CH:50][CH:49]=1, predict the reaction product. The product is: [CH3:1][O:2][C:3](=[O:14])[C:4]1[CH:9]=[CH:8][C:7]([CH:10]([O:13][C:57]2[CH:56]=[CH:55][C:54]([C:51]3[CH:52]=[CH:53][C:48]([C:47]([F:46])([F:61])[F:62])=[CH:49][CH:50]=3)=[CH:59][CH:58]=2)[CH2:11][CH3:12])=[CH:6][CH:5]=1. (4) The product is: [F:32][C:23]1[CH:22]=[C:21]([C@H:13]([NH:12][C:11]([C:9]2[CH:10]=[C:5]([NH:43][C:42](=[O:44])[O:45][C:54]([CH3:55])([CH3:58])[CH3:48])[C:6]([OH:34])=[N:7][CH:8]=2)=[O:33])[C:14]2[C:19]([F:20])=[CH:18][CH:17]=[CH:16][N:15]=2)[CH:26]=[CH:25][C:24]=1[O:27][C:28]([F:30])([F:31])[F:29]. Given the reactants C([C:5]1[C:6]([O:34]CC2C=CC=CC=2)=[N:7][CH:8]=[C:9]([C:11](=[O:33])[NH:12][C@@H:13]([C:21]2[CH:26]=[CH:25][C:24]([O:27][C:28]([F:31])([F:30])[F:29])=[C:23]([F:32])[CH:22]=2)[C:14]2[C:19]([F:20])=[CH:18][CH:17]=[CH:16][N:15]=2)[CH:10]=1)(C)(C)C.[C:42](=[O:45])([O-:44])[NH2:43].[H][H].[CH3:48]COC(C)=O.[CH2:54]1[CH2:58]OC[CH2:55]1, predict the reaction product. (5) Given the reactants FC(F)(F)C1C=C(NC(=O)NC2C=CC(C3SC(CCC(O)=O)=NC=3)=CC=2)C=CC=1.[F:31][C:32]1[C:37]([F:38])=[C:36]([F:39])[CH:35]=[CH:34][C:33]=1[NH:40][C:41](=[O:66])[NH:42][C:43]1[CH:48]=[CH:47][C:46]([C:49]2[S:53][C:52]([CH:54]3[CH2:59][CH2:58][N:57]([CH2:60][C:61]([O:63]CC)=[O:62])[CH2:56][CH2:55]3)=[N:51][CH:50]=2)=[CH:45][CH:44]=1, predict the reaction product. The product is: [F:31][C:32]1[C:37]([F:38])=[C:36]([F:39])[CH:35]=[CH:34][C:33]=1[NH:40][C:41](=[O:66])[NH:42][C:43]1[CH:44]=[CH:45][C:46]([C:49]2[S:53][C:52]([CH:54]3[CH2:55][CH2:56][N:57]([CH2:60][C:61]([OH:63])=[O:62])[CH2:58][CH2:59]3)=[N:51][CH:50]=2)=[CH:47][CH:48]=1. (6) Given the reactants [NH2:1][C:2]1[C:3]([C:8]([OH:10])=O)=[N:4][CH:5]=[CH:6][CH:7]=1.CN(C(ON1N=NC2C=CC=NC1=2)=[N+](C)C)C.F[P-](F)(F)(F)(F)F.CCN(C(C)C)C(C)C.[NH:44]1[C:52]2[C:47](=[C:48]([C:53]3[CH:54]=[C:55]([NH2:62])[C:56]4[CH:57]=[N:58][NH:59][C:60]=4[CH:61]=3)[CH:49]=[CH:50][CH:51]=2)[CH:46]=[CH:45]1, predict the reaction product. The product is: [NH2:1][C:2]1[C:3]([C:8]([NH:62][C:55]2[CH:54]=[C:53]([C:48]3[CH:49]=[CH:50][CH:51]=[C:52]4[C:47]=3[CH:46]=[CH:45][NH:44]4)[CH:61]=[C:60]3[C:56]=2[CH:57]=[N:58][NH:59]3)=[O:10])=[N:4][CH:5]=[CH:6][CH:7]=1. (7) The product is: [F:1][C:2]1[CH:14]=[C:13]([C:15]2[CH:16]=[N:17][N:18]([C:20]([CH3:26])([CH2:21][OH:22])[CH2:24][OH:25])[CH:19]=2)[C:12]2[C:11]3[C:6](=[CH:7][CH:8]=[CH:9][CH:10]=3)[C:5]([OH:31])([C:27]([F:30])([F:29])[F:28])[C:4]=2[CH:3]=1. Given the reactants [F:1][C:2]1[CH:14]=[C:13]([C:15]2[CH:16]=[N:17][N:18]([C:20]([CH3:26])([CH2:24][OH:25])[C:21](O)=[O:22])[CH:19]=2)[C:12]2[C:11]3[C:6](=[CH:7][CH:8]=[CH:9][CH:10]=3)[C:5]([OH:31])([C:27]([F:30])([F:29])[F:28])[C:4]=2[CH:3]=1.C(O)C.O.C(=O)([O-])O.[Na+], predict the reaction product.